Dataset: Full USPTO retrosynthesis dataset with 1.9M reactions from patents (1976-2016). Task: Predict the reactants needed to synthesize the given product. Given the product [CH3:1][C:2]1[N:3]=[C:4]([CH:7]([C:14]2[CH:15]=[CH:16][C:17]([O:20][CH2:21][C:22]3[CH:23]=[C:24]([C:28]4[CH:29]=[CH:30][C:31]([C:34]([F:37])([F:35])[F:36])=[CH:32][CH:33]=4)[CH:25]=[CH:26][CH:27]=3)=[CH:18][CH:19]=2)[CH2:8][C:9]([OH:11])=[O:10])[S:5][CH:6]=1, predict the reactants needed to synthesize it. The reactants are: [CH3:1][C:2]1[N:3]=[C:4]([CH:7]([C:14]2[CH:19]=[CH:18][C:17]([O:20][CH2:21][C:22]3[CH:23]=[C:24]([C:28]4[CH:33]=[CH:32][C:31]([C:34]([F:37])([F:36])[F:35])=[CH:30][CH:29]=4)[CH:25]=[CH:26][CH:27]=3)=[CH:16][CH:15]=2)[CH2:8][C:9]([O:11]CC)=[O:10])[S:5][CH:6]=1.